From a dataset of Forward reaction prediction with 1.9M reactions from USPTO patents (1976-2016). Predict the product of the given reaction. (1) The product is: [CH:9]([N:12]([CH:13]([CH3:15])[CH3:14])[C:16](=[NH:23])[C:17]1[CH:22]=[CH:21][CH:20]=[CH:19][CH:18]=1)([CH3:11])[CH3:10]. Given the reactants C[Mg+].[Br-].CCOCC.[CH:9]([NH:12][CH:13]([CH3:15])[CH3:14])([CH3:11])[CH3:10].[C:16](#[N:23])[C:17]1[CH:22]=[CH:21][CH:20]=[CH:19][CH:18]=1, predict the reaction product. (2) Given the reactants [C:1]([C:3]1[C:12]2[C:7](=[CH:8][CH:9]=[CH:10][CH:11]=2)[C:6](F)=[CH:5][CH:4]=1)#[N:2].[CH2:14]([C:21]1([OH:27])[CH2:26][CH2:25][NH:24][CH2:23][CH2:22]1)[C:15]1[CH:20]=[CH:19][CH:18]=[CH:17][CH:16]=1, predict the reaction product. The product is: [CH2:14]([C:21]1([OH:27])[CH2:26][CH2:25][N:24]([C:6]2[C:7]3[C:12](=[CH:11][CH:10]=[CH:9][CH:8]=3)[C:3]([C:1]#[N:2])=[CH:4][CH:5]=2)[CH2:23][CH2:22]1)[C:15]1[CH:16]=[CH:17][CH:18]=[CH:19][CH:20]=1. (3) Given the reactants [C:1]([N:3]=[C:4]([NH:15][C:16]12[CH2:23][CH2:22][C:19]([C:24]([NH2:26])=O)([CH2:20][CH2:21]1)[CH2:18][CH2:17]2)[C:5]([CH3:14])([O:7][C:8]1[CH:13]=[CH:12][CH:11]=[CH:10][CH:9]=1)[CH3:6])#[N:2].C(N(CC)CC)C.FC(F)(F)C(OC(=O)C(F)(F)F)=O, predict the reaction product. The product is: [C:1]([N:3]=[C:4]([NH:15][C:16]12[CH2:21][CH2:20][C:19]([C:24]#[N:26])([CH2:18][CH2:17]1)[CH2:22][CH2:23]2)[C:5]([CH3:14])([O:7][C:8]1[CH:13]=[CH:12][CH:11]=[CH:10][CH:9]=1)[CH3:6])#[N:2]. (4) Given the reactants [OH:1][N:2]1C(=O)C2=CC=CC=C2C1=O.[CH2:13]1[O:23][C:22]2[CH:21]=[CH:20][C:17]([CH2:18]Cl)=[CH:16][C:15]=2[O:14]1, predict the reaction product. The product is: [O:23]1[C:22]2[CH:21]=[CH:20][C:17]([CH2:18][O:1][NH2:2])=[CH:16][C:15]=2[O:14][CH2:13]1. (5) Given the reactants N1CC[C@@H](CN)C1.C([O-])([O-])=O.[Na+].[Na+].C(C(C)=O)C(C)C.ClC1C2C(=CC(C)=CC=2)N=C(C2C(F)=CC=CC=2O)N=1.CC(C)C/C(=[N:46]/[CH2:47][C@@H:48]1[CH2:52][CH2:51][N:50]([C:53]2[C:62]3[C:57](=[CH:58][C:59]([CH3:63])=[CH:60][CH:61]=3)[N:56]=[C:55]([C:64]3[C:69]([F:70])=[CH:68][CH:67]=[CH:66][C:65]=3[OH:71])[N:54]=2)[CH2:49]1)/C, predict the reaction product. The product is: [NH2:46][CH2:47][C@@H:48]1[CH2:52][CH2:51][N:50]([C:53]2[C:62]3[C:57](=[CH:58][C:59]([CH3:63])=[CH:60][CH:61]=3)[N:56]=[C:55]([C:64]3[C:69]([F:70])=[CH:68][CH:67]=[CH:66][C:65]=3[OH:71])[N:54]=2)[CH2:49]1. (6) Given the reactants [NH:1]1[CH:5]=[N:4][CH:3]=[N:2]1.P(Cl)(Cl)(Cl)=O.[C:11]([NH:14][C:15]1[NH:16][C:17](=O)[C:18]2[N:24]=[C:23]([C:25]3[CH:30]=[CH:29][C:28]([O:31][CH3:32])=[C:27]([O:33][CH3:34])[CH:26]=3)[CH:22]=[CH:21][C:19]=2[N:20]=1)(=[O:13])[CH3:12].C(N(CC)CC)C, predict the reaction product. The product is: [C:11]([NH:14][C:15]1[N:16]=[C:17]([C:5]2[N:4]=[CH:3][NH:2][N:1]=2)[C:18]2[N:24]=[C:23]([C:25]3[CH:30]=[CH:29][C:28]([O:31][CH3:32])=[C:27]([O:33][CH3:34])[CH:26]=3)[CH:22]=[CH:21][C:19]=2[N:20]=1)(=[O:13])[CH3:12]. (7) Given the reactants [Br:1][C:2]1[CH:7]=[C:6]([CH3:8])[C:5]([C:9]2[C:10](=[O:16])[CH2:11][CH2:12][C:13]=2[O:14][CH3:15])=[C:4]([CH3:17])[CH:3]=1.C[Si](C)(C)[N-][Si](C)(C)C.[K+].Br[CH2:29][C:30]#[N:31].[NH4+].[Cl-], predict the reaction product. The product is: [Br:1][C:2]1[CH:3]=[C:4]([CH3:17])[C:5]([C:9]2[C:10](=[O:16])[CH2:11][CH:12]([CH2:29][C:30]#[N:31])[C:13]=2[O:14][CH3:15])=[C:6]([CH3:8])[CH:7]=1. (8) Given the reactants [N:1]1([C:10]2[CH:11]=[C:12]([NH:16][C:17]3[C:22]([N+:23]([O-:25])=[O:24])=[CH:21][CH:20]=[CH:19][N:18]=3)[CH:13]=[CH:14][CH:15]=2)[C:9]2[C:4](=[CH:5][CH:6]=[CH:7][CH:8]=2)[CH:3]=[CH:2]1.[C:26](OC(=O)C)(=[O:28])[CH3:27].[Cl-].[Al+3].[Cl-].[Cl-].[OH-].[Na+], predict the reaction product. The product is: [C:26]([C:3]1[C:4]2[C:9](=[CH:8][CH:7]=[CH:6][CH:5]=2)[N:1]([C:10]2[CH:11]=[C:12]([NH:16][C:17]3[C:22]([N+:23]([O-:25])=[O:24])=[CH:21][CH:20]=[CH:19][N:18]=3)[CH:13]=[CH:14][CH:15]=2)[CH:2]=1)(=[O:28])[CH3:27].